Task: Predict the product of the given reaction.. Dataset: Forward reaction prediction with 1.9M reactions from USPTO patents (1976-2016) (1) Given the reactants C(OC([NH:11][C:12]1([C:17]([OH:19])=O)[CH2:16][CH2:15][CH2:14][CH2:13]1)=O)C1C=CC=CC=1.CN(C(ON1N=NC2C=CC=NC1=2)=[N+](C)C)C.F[P-](F)(F)(F)(F)F.C(N(CC)CC)C.[NH2:51][C:52]1[CH:57]=[CH:56][C:55](/[CH:58]=[CH:59]/[C:60]([O:62][CH2:63][CH3:64])=[O:61])=[CH:54][CH:53]=1.OS(C(F)(F)F)(=O)=O.C([O-])(O)=O.[Na+], predict the reaction product. The product is: [NH2:11][C:12]1([C:17]([NH:51][C:52]2[CH:53]=[CH:54][C:55](/[CH:58]=[CH:59]/[C:60]([O:62][CH2:63][CH3:64])=[O:61])=[CH:56][CH:57]=2)=[O:19])[CH2:13][CH2:14][CH2:15][CH2:16]1. (2) Given the reactants [C:1]([C:4]1[N:9]=[N:8][C:7]([N:10]([CH2:18][C:19]2([C:23]3[C:28]([F:29])=[CH:27][CH:26]=[CH:25][N:24]=3)[CH2:22][CH2:21][CH2:20]2)[C:11](=[O:17])[O:12][C:13]([CH3:16])([CH3:15])[CH3:14])=[CH:6][CH:5]=1)(=O)[CH3:2].CC[O-].[Na+].[C:34](OCC)(=O)[C:35]([O:37][CH2:38][CH3:39])=[O:36].Cl.[NH2:45][NH2:46], predict the reaction product. The product is: [C:13]([O:12][C:11]([N:10]([CH2:18][C:19]1([C:23]2[C:28]([F:29])=[CH:27][CH:26]=[CH:25][N:24]=2)[CH2:22][CH2:21][CH2:20]1)[C:7]1[N:8]=[N:9][C:4]([C:1]2[NH:46][N:45]=[C:34]([C:35]([O:37][CH2:38][CH3:39])=[O:36])[CH:2]=2)=[CH:5][CH:6]=1)=[O:17])([CH3:15])([CH3:16])[CH3:14]. (3) The product is: [Br:1][C:2]1[CH:7]=[CH:6][CH:5]=[CH:4][C:3]=1[CH:8]=[CH:9][C:10]1[C:18]2[C:13](=[CH:14][CH:15]=[CH:16][CH:17]=2)[N:12]([CH:20]2[CH2:21][CH2:22][CH2:23][CH2:24][O:19]2)[N:11]=1. Given the reactants [Br:1][C:2]1[CH:7]=[CH:6][CH:5]=[CH:4][C:3]=1/[CH:8]=[CH:9]/[C:10]1[C:18]2[C:13](=[CH:14][CH:15]=[CH:16][CH:17]=2)[NH:12][N:11]=1.[O:19]1[CH:24]=[CH:23][CH2:22][CH2:21][CH2:20]1.O.C1(C)C=CC(S(O)(=O)=O)=CC=1.C(=O)([O-])O.[Na+], predict the reaction product. (4) The product is: [Cl:1][C:2]1[CH:3]=[C:4]([C@H:13]2[CH2:14][CH2:15][C:11](=[O:16])[CH2:12]2)[CH:5]=[CH:6][CH:7]=1. Given the reactants [Cl:1][C:2]1[CH:3]=[C:4](B(O)O)[CH:5]=[CH:6][CH:7]=1.[C:11]1(=[O:16])[CH2:15][CH2:14][CH:13]=[CH:12]1.C(N(CC)CC)C, predict the reaction product. (5) Given the reactants [C:1](#[N:4])[CH:2]=[CH2:3].[CH2:5]=[CH:6][C:7](=[CH2:9])[CH3:8], predict the reaction product. The product is: [CH2:5]=[CH:6][C:7](=[CH2:8])[CH3:9].[C:1](#[N:4])[CH:2]=[CH2:3]. (6) The product is: [CH2:28]([O:9][C:8](=[O:10])[CH2:7][CH2:6][C:5]1[CH:11]=[CH:12][C:13]2[O:14][CH2:1][O:2][C:3]=2[CH:4]=1)[CH3:29]. Given the reactants [CH2:1]1[O:14][C:13]2[CH:12]=[CH:11][C:5]([CH:6]=[CH:7][C:8]([OH:10])=[O:9])=[CH:4][C:3]=2[O:2]1.[H][H].P([O-])([O-])([O-])=O.P([O-])(O)(O)=O.[K+].[C:28](#N)[CH3:29], predict the reaction product. (7) Given the reactants [Br:1][C:2]1[CH:3]=[CH:4][C:5](F)=[C:6]([CH:9]=1)[CH:7]=[O:8].[Br:11][C:12]1[CH:17]=[CH:16][CH:15]=[CH:14][C:13]=1[OH:18].C(=O)([O-])[O-].[K+].[K+], predict the reaction product. The product is: [Br:1][C:2]1[CH:3]=[CH:4][C:5]([O:18][C:13]2[CH:14]=[CH:15][CH:16]=[CH:17][C:12]=2[Br:11])=[C:6]([CH:9]=1)[CH:7]=[O:8]. (8) Given the reactants C(O)CCCCCC(O)CCCC#C.[C:15]([O:18][CH:19]([CH2:28][CH2:29][CH2:30][CH2:31][CH2:32][CH2:33][CH2:34][CH2:35][O:36][Si](C(C)(C)C)(C)C)[CH2:20][CH2:21][C:22]#[C:23][Si](C)(C)C)(=[O:17])[CH3:16].[N+](CCCC)(CCCC)(CCCC)CCCC.[F-], predict the reaction product. The product is: [C:15]([O:18][CH:19]([CH2:28][CH2:29][CH2:30][CH2:31][CH2:32][CH2:33][CH2:34][CH2:35][OH:36])[CH2:20][CH2:21][C:22]#[CH:23])(=[O:17])[CH3:16]. (9) Given the reactants [CH2:1]([C:3]1[O:7][C:6]2[C:8]([CH2:17]O)=[C:9]3[CH2:13][C:12]([CH3:15])([CH3:14])[O:11][C:10]3=[CH:16][C:5]=2[CH:4]=1)[CH3:2].S(Cl)([Cl:21])=O, predict the reaction product. The product is: [Cl:21][CH2:17][C:8]1[C:6]2[O:7][C:3]([CH2:1][CH3:2])=[CH:4][C:5]=2[CH:16]=[C:10]2[O:11][C:12]([CH3:15])([CH3:14])[CH2:13][C:9]=12.